This data is from Forward reaction prediction with 1.9M reactions from USPTO patents (1976-2016). The task is: Predict the product of the given reaction. (1) The product is: [C:16]([O:12][CH2:11][C@H:10]([CH2:9][O:8][CH2:7][C:6]1[CH:5]=[CH:4][C:3]([O:2][CH3:1])=[CH:15][CH:14]=1)[OH:13])(=[O:34])[CH2:17][CH2:18][CH2:19][CH2:20][CH2:21][CH2:22][CH2:23]/[CH:24]=[CH:25]\[CH2:26][CH2:27][CH2:28][CH2:29][CH2:30][CH2:31][CH2:32][CH3:33]. Given the reactants [CH3:1][O:2][C:3]1[CH:15]=[CH:14][C:6]([CH2:7][O:8][CH2:9][C@H:10]([OH:13])[CH2:11][OH:12])=[CH:5][CH:4]=1.[C:16](O)(=[O:34])[CH2:17][CH2:18][CH2:19][CH2:20][CH2:21][CH2:22][CH2:23]/[CH:24]=[CH:25]\[CH2:26][CH2:27][CH2:28][CH2:29][CH2:30][CH2:31][CH2:32][CH3:33].C1CCC(N=C=NC2CCCCC2)CC1.C(Cl)Cl, predict the reaction product. (2) Given the reactants [Cl-].[Al+3].[Cl-].[Cl-].[F:5][C:6]([F:18])([F:17])[C:7]1[CH:15]=[CH:14][C:10]([C:11](Cl)=[O:12])=[C:9](F)[CH:8]=1.[F:19][C:20]1[CH:21]=[C:22]([O:26][CH3:27])[CH:23]=[CH:24][CH:25]=1, predict the reaction product. The product is: [F:19][C:20]1[CH:21]=[C:22]([O:26][CH3:27])[CH:23]=[CH:24][C:25]=1[C:11]([C:10]1[CH:14]=[CH:15][C:7]([C:6]([F:18])([F:17])[F:5])=[CH:8][CH:9]=1)=[O:12]. (3) Given the reactants C[O:2][C:3]1[N:8]=[C:7]([O:9]C)[C:6]([C:11]2[CH:16]=[N:15][CH:14]=[CH:13][N:12]=2)=[CH:5][N:4]=1.[ClH:17], predict the reaction product. The product is: [ClH:17].[N:12]1[CH:13]=[CH:14][N:15]=[CH:16][C:11]=1[C:6]1[C:7](=[O:9])[NH:8][C:3](=[O:2])[NH:4][CH:5]=1.